This data is from Forward reaction prediction with 1.9M reactions from USPTO patents (1976-2016). The task is: Predict the product of the given reaction. (1) Given the reactants [CH3:1][O:2][C:3]1[CH:21]=[C:20]([CH:22]=[C:23]2[S:27][C:26](=[S:28])[NH:25][C:24]2=[O:29])[CH:19]=[CH:18][C:4]=1[O:5][C:6]1[CH:13]=[CH:12][C:9]([C:10]#[N:11])=[CH:8][C:7]=1[C:14]([F:17])([F:16])[F:15].[CH3:30]I.[Al], predict the reaction product. The product is: [CH3:1][O:2][C:3]1[CH:21]=[C:20]([CH:22]=[C:23]2[S:27][C:26]([S:28][CH3:30])=[N:25][C:24]2=[O:29])[CH:19]=[CH:18][C:4]=1[O:5][C:6]1[CH:13]=[CH:12][C:9]([C:10]#[N:11])=[CH:8][C:7]=1[C:14]([F:17])([F:16])[F:15]. (2) Given the reactants [Cl:1][C:2]1[CH:3]=[C:4]([CH:9]2[C:18]3[C:13](=[CH:14][C:15]([C:20]4[CH:25]=[CH:24][CH:23]=[CH:22][N:21]=4)=[C:16]([F:19])[CH:17]=3)[CH2:12][N:11](C)[CH2:10]2)[CH:5]=[CH:6][C:7]=1[Cl:8].CN(C)C1C2C(=CC=CC=2N(C)C)C=CC=1, predict the reaction product. The product is: [Cl:1][C:2]1[CH:3]=[C:4]([CH:9]2[C:18]3[C:13](=[CH:14][C:15]([C:20]4[CH:25]=[CH:24][CH:23]=[CH:22][N:21]=4)=[C:16]([F:19])[CH:17]=3)[CH2:12][NH:11][CH2:10]2)[CH:5]=[CH:6][C:7]=1[Cl:8]. (3) Given the reactants Br[CH2:2][C:3]([C:5]1[CH:10]=[CH:9][CH:8]=[CH:7][C:6]=1[N+:11]([O-:13])=[O:12])=O.[NH2:14][C:15]1[N:20]=[CH:19][CH:18]=[CH:17][N:16]=1, predict the reaction product. The product is: [N+:11]([C:6]1[CH:7]=[CH:8][CH:9]=[CH:10][C:5]=1[C:3]1[N:14]=[C:15]2[N:20]=[CH:19][CH:18]=[CH:17][N:16]2[CH:2]=1)([O-:13])=[O:12]. (4) Given the reactants [OH:1][N:2]=[C:3]([NH2:14])[N:4]([CH2:6][C:7]([O:9][C:10]([CH3:13])([CH3:12])[CH3:11])=[O:8])[CH3:5].[C:15](O[C:15]([O:17][C:18]([CH3:21])([CH3:20])[CH3:19])=[O:16])([O:17][C:18]([CH3:21])([CH3:20])[CH3:19])=[O:16], predict the reaction product. The product is: [C:18]([O:17][C:15]([NH:14][C:3](=[N:2][OH:1])[N:4]([CH2:6][C:7]([O:9][C:10]([CH3:11])([CH3:13])[CH3:12])=[O:8])[CH3:5])=[O:16])([CH3:21])([CH3:20])[CH3:19]. (5) Given the reactants Cl[C:2]1[N:7]2[N:8]=[C:9]([CH3:11])[CH:10]=[C:6]2[N:5]=[C:4]([NH2:12])[CH:3]=1.[C:13]1(B(O)O)[CH:18]=[CH:17][CH:16]=[CH:15][CH:14]=1.C([O-])(O)=O.[Na+], predict the reaction product. The product is: [CH3:11][C:9]1[CH:10]=[C:2]2[N:7]([C:6]([C:13]3[CH:18]=[CH:17][CH:16]=[CH:15][CH:14]=3)=[N:5][C:4]([NH2:12])=[CH:3]2)[N:8]=1. (6) Given the reactants [Br:1][C:2]1[CH:7]=[CH:6][C:5]([C:8]2[O:12][N:11]=[C:10]([CH3:13])[C:9]=2[CH:14]=[O:15])=[CH:4][CH:3]=1.[F:16][C:17]([F:31])([F:30])[C:18]1[CH:19]=[C:20]([CH:27]=[CH:28][CH:29]=1)[CH2:21][C:22]1[O:23][CH:24]=[N:25][N:26]=1, predict the reaction product. The product is: [Br:1][C:2]1[CH:3]=[CH:4][C:5]([C:8]2[O:12][N:11]=[C:10]([CH3:13])[C:9]=2[CH:14]([C:24]2[O:23][C:22]([CH2:21][C:20]3[CH:27]=[CH:28][CH:29]=[C:18]([C:17]([F:30])([F:31])[F:16])[CH:19]=3)=[N:26][N:25]=2)[OH:15])=[CH:6][CH:7]=1. (7) Given the reactants [CH2:1]([C:9]1[N:14]=[N:13][C:12]([NH2:15])=[CH:11][CH:10]=1)[CH2:2][C:3]1[CH:8]=[CH:7][CH:6]=[CH:5][CH:4]=1.CO[CH:18](OC)[N:19]([CH3:21])[CH3:20], predict the reaction product. The product is: [CH3:18][N:19]([CH3:21])[CH:20]=[N:15][C:12]1[N:13]=[N:14][C:9]([CH2:1][CH2:2][C:3]2[CH:8]=[CH:7][CH:6]=[CH:5][CH:4]=2)=[CH:10][CH:11]=1.